From a dataset of Full USPTO retrosynthesis dataset with 1.9M reactions from patents (1976-2016). Predict the reactants needed to synthesize the given product. (1) Given the product [CH3:1][O:2][C:3]1[CH:14]=[CH:13][C:6](/[CH:7]=[CH:8]/[S:9]([NH:20][C:19]2[CH:21]=[CH:22][C:16]([F:15])=[CH:17][CH:18]=2)(=[O:11])=[O:10])=[CH:5][CH:4]=1, predict the reactants needed to synthesize it. The reactants are: [CH3:1][O:2][C:3]1[CH:14]=[CH:13][C:6](/[CH:7]=[CH:8]/[S:9](Cl)(=[O:11])=[O:10])=[CH:5][CH:4]=1.[F:15][C:16]1[CH:22]=[CH:21][C:19]([NH2:20])=[CH:18][CH:17]=1. (2) Given the product [CH3:11][C:8]1([CH3:12])[C:7](=[O:13])[NH:6][C:5]2[N:14]=[CH:15][C:2](/[CH:20]=[CH:19]/[C:18]([N:17]([CH3:16])[CH2:22][C:23]3[S:27][C:26]4[CH:28]=[CH:29][CH:30]=[CH:31][C:25]=4[C:24]=3[CH3:32])=[O:21])=[CH:3][C:4]=2[CH2:10][NH:9]1, predict the reactants needed to synthesize it. The reactants are: Br[C:2]1[CH:15]=[N:14][C:5]2[NH:6][C:7](=[O:13])[C:8]([CH3:12])([CH3:11])[NH:9][CH2:10][C:4]=2[CH:3]=1.[CH3:16][N:17]([CH2:22][C:23]1[S:27][C:26]2[CH:28]=[CH:29][CH:30]=[CH:31][C:25]=2[C:24]=1[CH3:32])[C:18](=[O:21])[CH:19]=[CH2:20].C(N(C(C)C)C(C)C)C.CC1C=CC=CC=1P(C1C=CC=CC=1C)C1C=CC=CC=1C. (3) Given the product [F:1][C:2]1[CH:7]=[CH:6][C:5]([C:8](=[N:10][O:11][CH2:12][C:13]([OH:15])=[O:14])[CH3:9])=[CH:4][CH:3]=1, predict the reactants needed to synthesize it. The reactants are: [F:1][C:2]1[CH:7]=[CH:6][C:5]([C:8](=[N:10][O:11][CH2:12][C:13]([O:15]CC)=[O:14])[CH3:9])=[CH:4][CH:3]=1.O.[OH-].[Li+]. (4) Given the product [C:11]12([CH2:10][N:9]3[CH2:8][C@H:7]([CH:1]4[CH2:2][CH2:3][CH2:4][CH2:5][CH2:6]4)[O:21][C:30]3=[O:32])[CH2:12][CH:13]3[CH2:19][CH:17]([CH2:16][CH:15]([CH2:14]3)[CH2:20]1)[CH2:18]2, predict the reactants needed to synthesize it. The reactants are: [CH:1]1([C@H:7]([OH:21])[CH2:8][NH:9][CH2:10][C:11]23[CH2:20][CH:15]4[CH2:16][CH:17]([CH2:19][CH:13]([CH2:14]4)[CH2:12]2)[CH2:18]3)[CH2:6][CH2:5][CH2:4][CH2:3][CH2:2]1.CCN(CC)CC.Cl[C:30](Cl)([O:32]C(=O)OC(Cl)(Cl)Cl)Cl.